This data is from Forward reaction prediction with 1.9M reactions from USPTO patents (1976-2016). The task is: Predict the product of the given reaction. (1) Given the reactants CON(C)[C:4](=[O:22])[CH:5]([C:12]1[CH:17]=[CH:16][C:15]([S:18]([CH3:21])(=[O:20])=[O:19])=[CH:14][CH:13]=1)[CH2:6][CH:7]1[CH2:11][CH2:10][O:9][CH2:8]1.[CH:24]([Mg]Br)=[CH2:25].Cl, predict the reaction product. The product is: [CH3:21][S:18]([C:15]1[CH:14]=[CH:13][C:12]([CH:5]([CH2:6][CH:7]2[CH2:11][CH2:10][O:9][CH2:8]2)[C:4](=[O:22])[CH:24]=[CH2:25])=[CH:17][CH:16]=1)(=[O:19])=[O:20]. (2) Given the reactants [OH:1][CH2:2][C@@H:3]1[CH2:7][CH2:6][CH2:5][N:4]1[C:8]([O:10][C:11]([CH3:14])([CH3:13])[CH3:12])=[O:9].C(N(CC)CC)C.[CH3:22][S:23](Cl)(=[O:25])=[O:24], predict the reaction product. The product is: [CH3:22][S:23]([O:1][CH2:2][C@@H:3]1[CH2:7][CH2:6][CH2:5][N:4]1[C:8]([O:10][C:11]([CH3:14])([CH3:13])[CH3:12])=[O:9])(=[O:25])=[O:24]. (3) Given the reactants [CH2:1]([O:5][C:6]1[CH:14]=[CH:13][CH:12]=[CH:11][C:7]=1[C:8](O)=O)[CH:2]([CH3:4])[CH3:3].S(Cl)(Cl)=O.[N+](=C)=[N-].CN(N=O)[C:24](N)=[O:25].[OH-].[K+].Cl.[CH2:32]([O:34]CC)C, predict the reaction product. The product is: [CH2:1]([O:5][C:6]1[CH:14]=[CH:13][CH:12]=[CH:11][C:7]=1[CH2:8][C:32]([O:25][CH3:24])=[O:34])[CH:2]([CH3:4])[CH3:3]. (4) The product is: [CH3:7][O:8][CH2:9][CH2:10][N:11]([CH2:12][CH2:13][O:14][CH3:15])[C:22]1[CH:27]=[CH:26][C:25]([N+:28]([O-:30])=[O:29])=[CH:24][N:23]=1. Given the reactants C(=O)([O-])[O-].[K+].[K+].[CH3:7][O:8][CH2:9][CH2:10][NH:11][CH2:12][CH2:13][O:14][CH3:15].CN(C=O)C.Cl[C:22]1[CH:27]=[CH:26][C:25]([N+:28]([O-:30])=[O:29])=[CH:24][N:23]=1, predict the reaction product. (5) Given the reactants [CH:1]12[CH2:10][CH:5]3[CH2:6][CH:7]([CH2:9][CH:3]([CH2:4]3)[CH:2]1[NH:11][C:12](=[O:21])[CH:13]([N:15]1[CH2:20][CH2:19][NH:18][CH2:17][CH2:16]1)[CH3:14])[CH2:8]2.C(=O)([O-])[O-].[Na+].[Na+].Cl[C:29]1[CH:34]=[CH:33][C:32]([Cl:35])=[CH:31][N:30]=1, predict the reaction product. The product is: [CH:1]12[CH2:10][CH:5]3[CH2:6][CH:7]([CH2:9][CH:3]([CH2:4]3)[CH:2]1[NH:11][C:12](=[O:21])[CH:13]([N:15]1[CH2:20][CH2:19][N:18]([C:29]3[CH:34]=[CH:33][C:32]([Cl:35])=[CH:31][N:30]=3)[CH2:17][CH2:16]1)[CH3:14])[CH2:8]2. (6) Given the reactants Br[C:2]1[CH:7]=[CH:6][C:5]([N:8]2[CH2:13][CH2:12][N:11]([CH3:14])[CH2:10][CH2:9]2)=[C:4]([O:15][CH3:16])[CH:3]=1.[B:17]1([B:17]2[O:21][C:20]([CH3:23])([CH3:22])[C:19]([CH3:25])([CH3:24])[O:18]2)[O:21][C:20]([CH3:23])([CH3:22])[C:19]([CH3:25])([CH3:24])[O:18]1.CC([O-])=O.[K+], predict the reaction product. The product is: [CH3:16][O:15][C:4]1[CH:3]=[C:2]([B:17]2[O:21][C:20]([CH3:23])([CH3:22])[C:19]([CH3:25])([CH3:24])[O:18]2)[CH:7]=[CH:6][C:5]=1[N:8]1[CH2:13][CH2:12][N:11]([CH3:14])[CH2:10][CH2:9]1.